This data is from Full USPTO retrosynthesis dataset with 1.9M reactions from patents (1976-2016). The task is: Predict the reactants needed to synthesize the given product. (1) Given the product [CH3:28][O:29][C:30](=[O:38])[C:31]1[CH:36]=[CH:35][CH:34]=[CH:33][C:32]=1[O:26][CH2:25][C:9]1[N:10]=[C:11]([N:12]2[CH2:17][CH2:16][N:15]3[C:18]([C:21]([F:24])([F:23])[F:22])=[N:19][N:20]=[C:14]3[CH2:13]2)[C:6]2[CH:5]=[C:4]([CH2:1][CH2:2][CH3:3])[S:27][C:7]=2[N:8]=1, predict the reactants needed to synthesize it. The reactants are: [CH2:1]([C:4]1[S:27][C:7]2[N:8]=[C:9]([CH2:25][OH:26])[N:10]=[C:11]([N:12]3[CH2:17][CH2:16][N:15]4[C:18]([C:21]([F:24])([F:23])[F:22])=[N:19][N:20]=[C:14]4[CH2:13]3)[C:6]=2[CH:5]=1)[CH2:2][CH3:3].[CH3:28][O:29][C:30](=[O:38])[C:31]1[CH:36]=[CH:35][CH:34]=[CH:33][C:32]=1O. (2) The reactants are: [C:1]([O:5][C:6]([NH:8][CH2:9][C@H:10]1[CH2:15][CH2:14][C@H:13]([C:16]([NH:18][C@H:19]([C:38](=[O:56])[NH:39][C:40]2[CH:55]=[CH:54][C:43]3[NH:44][C:45]([C:47]([F:53])([F:52])[C:48]([F:51])([F:50])[F:49])=[N:46][C:42]=3[CH:41]=2)[CH2:20][C:21]2[CH:26]=[CH:25][C:24]([C:27]3[CH:32]=[CH:31][C:30]([C:33]([O:35]C)=[O:34])=[CH:29][C:28]=3[CH3:37])=[CH:23][CH:22]=2)=[O:17])[CH2:12][CH2:11]1)=[O:7])([CH3:4])([CH3:3])[CH3:2].[OH-].[Li+]. Given the product [C:1]([O:5][C:6]([NH:8][CH2:9][C@H:10]1[CH2:15][CH2:14][C@H:13]([C:16]([NH:18][C@H:19]([C:38](=[O:56])[NH:39][C:40]2[CH:55]=[CH:54][C:43]3[NH:44][C:45]([C:47]([F:52])([F:53])[C:48]([F:50])([F:51])[F:49])=[N:46][C:42]=3[CH:41]=2)[CH2:20][C:21]2[CH:26]=[CH:25][C:24]([C:27]3[CH:32]=[CH:31][C:30]([C:33]([OH:35])=[O:34])=[CH:29][C:28]=3[CH3:37])=[CH:23][CH:22]=2)=[O:17])[CH2:12][CH2:11]1)=[O:7])([CH3:4])([CH3:2])[CH3:3], predict the reactants needed to synthesize it. (3) The reactants are: [C:1](Cl)(=[O:4])[CH:2]=[CH2:3].[CH:6]1([C@@H:12]([NH:14][C:15]([C:17]2[C:26]3[C:21](=[CH:22][CH:23]=[CH:24][CH:25]=3)[N:20]=[C:19]([C:27]3[CH:32]=[CH:31][CH:30]=[CH:29][CH:28]=3)[C:18]=2[CH2:33][N:34]2[CH2:39][CH2:38][NH:37][CH2:36][CH2:35]2)=[O:16])[CH3:13])[CH2:11][CH2:10][CH2:9][CH2:8][CH2:7]1.C(OC(C)C)(C)C. Given the product [CH:6]1([C@@H:12]([NH:14][C:15]([C:17]2[C:26]3[C:21](=[CH:22][CH:23]=[CH:24][CH:25]=3)[N:20]=[C:19]([C:27]3[CH:28]=[CH:29][CH:30]=[CH:31][CH:32]=3)[C:18]=2[CH2:33][N:34]2[CH2:39][CH2:38][N:37]([C:1](=[O:4])[CH:2]=[CH2:3])[CH2:36][CH2:35]2)=[O:16])[CH3:13])[CH2:11][CH2:10][CH2:9][CH2:8][CH2:7]1, predict the reactants needed to synthesize it. (4) Given the product [I:1][CH:4]1[CH2:9][CH2:8][N:7]([C:10]([O:12][CH2:13][C:14]2[CH:19]=[CH:18][CH:17]=[CH:16][CH:15]=2)=[O:11])[CH2:6][CH2:5]1, predict the reactants needed to synthesize it. The reactants are: [I:1]I.O[CH:4]1[CH2:9][CH2:8][N:7]([C:10]([O:12][CH2:13][C:14]2[CH:19]=[CH:18][CH:17]=[CH:16][CH:15]=2)=[O:11])[CH2:6][CH2:5]1.N1C=CN=C1.C1(P(C2C=CC=CC=2)C2C=CC=CC=2)C=CC=CC=1. (5) Given the product [Cl:1][C:2]1[C:7]([CH2:8][NH:9][C:10](=[O:12])[CH3:11])=[CH:6][CH:5]=[CH:4][N:3]=1, predict the reactants needed to synthesize it. The reactants are: [Cl:1][C:2]1[C:7]([CH2:8][NH2:9])=[CH:6][CH:5]=[CH:4][N:3]=1.[C:10](OC(=O)C)(=[O:12])[CH3:11].C(N(CC)CC)C. (6) Given the product [CH3:54][N:35]([CH2:36][CH2:37][O:38][CH2:39][CH2:40][O:41][CH2:42][CH2:43][O:44][CH2:45][CH2:46][C:47]([OH:49])=[O:48])[CH2:34][C:33]1[CH:55]=[CH:56][CH:57]=[C:31]([C:29](=[O:30])[NH:28][C:17]2[CH:18]=[CH:19][C:20]([N:22]3[CH2:23][CH2:24][CH2:25][CH2:26][CH2:27]3)=[CH:21][C:16]=2[C:12]2[CH:11]=[C:10]([C:8](=[O:9])[NH:7][CH2:6][C:5]3[CH:58]=[CH:59][CH:60]=[C:3]([C:2]([F:1])([F:61])[F:62])[CH:4]=3)[CH:15]=[CH:14][N:13]=2)[CH:32]=1, predict the reactants needed to synthesize it. The reactants are: [F:1][C:2]([F:62])([F:61])[C:3]1[CH:4]=[C:5]([CH:58]=[CH:59][CH:60]=1)[CH2:6][NH:7][C:8]([C:10]1[CH:15]=[CH:14][N:13]=[C:12]([C:16]2[CH:21]=[C:20]([N:22]3[CH2:27][CH2:26][CH2:25][CH2:24][CH2:23]3)[CH:19]=[CH:18][C:17]=2[NH:28][C:29]([C:31]2[CH:32]=[C:33]([CH:55]=[CH:56][CH:57]=2)[CH2:34][N:35]([CH3:54])[CH2:36][CH2:37][O:38][CH2:39][CH2:40][O:41][CH2:42][CH2:43][O:44][CH2:45][CH2:46][C:47]([O:49]C(C)(C)C)=[O:48])=[O:30])[CH:11]=1)=[O:9].FC(F)(F)C(O)=O. (7) Given the product [F:11][C:12]1[CH:19]=[CH:18][CH:17]=[CH:16][C:13]=1[CH2:14][N:4]1[C:5]2=[N:6][CH:7]=[CH:8][CH:9]=[C:10]2[C:2]([I:1])=[N:3]1, predict the reactants needed to synthesize it. The reactants are: [I:1][C:2]1[C:10]2[C:5](=[N:6][CH:7]=[CH:8][CH:9]=2)[NH:4][N:3]=1.[F:11][C:12]1[CH:19]=[CH:18][CH:17]=[CH:16][C:13]=1[CH2:14]Br.